From a dataset of Full USPTO retrosynthesis dataset with 1.9M reactions from patents (1976-2016). Predict the reactants needed to synthesize the given product. (1) Given the product [NH2:20][C@H:7]1[C:8]2[C:13](=[CH:12][CH:11]=[C:10]([O:14][CH:15]3[CH2:19][CH2:18][O:17][CH2:16]3)[CH:9]=2)[N:4]([C:1](=[O:3])[CH3:2])[C@@H:5]([CH3:32])[C@@H:6]1[CH3:31], predict the reactants needed to synthesize it. The reactants are: [C:1]([N:4]1[C:13]2[C:8](=[CH:9][C:10]([O:14][CH:15]3[CH2:19][CH2:18][O:17][CH2:16]3)=[CH:11][CH:12]=2)[C@H:7]([NH:20]C(=O)OCC2C=CC=CC=2)[C@@H:6]([CH3:31])[C@@H:5]1[CH3:32])(=[O:3])[CH3:2]. (2) Given the product [Cl:23][C:20]1[CH:21]=[CH:22][C:17]([N:14]2[CH2:13][CH2:12][C:11]3([CH2:10][CH2:9][N:8]([C:6](=[O:7])[CH2:36][N:33]4[C:34]([CH3:35])=[C:30]([Cl:29])[C:31]([C:40]([F:42])([F:43])[F:41])=[N:32]4)[CH2:27][CH2:26]3)[C:15]2=[O:16])=[CH:18][C:19]=1[O:24][CH3:25], predict the reactants needed to synthesize it. The reactants are: C(O[C:6]([N:8]1[CH2:27][CH2:26][C:11]2([C:15](=[O:16])[N:14]([C:17]3[CH:22]=[CH:21][C:20]([Cl:23])=[C:19]([O:24][CH3:25])[CH:18]=3)[CH2:13][CH2:12]2)[CH2:10][CH2:9]1)=[O:7])(C)(C)C.Cl.[Cl:29][C:30]1[C:31]([C:40]([F:43])([F:42])[F:41])=[N:32][N:33]([CH2:36]C(O)=O)[C:34]=1[CH3:35].CN(C(ON1N=NC2C=CC=NC1=2)=[N+](C)C)C.F[P-](F)(F)(F)(F)F. (3) Given the product [Cl:1][C:2]1[C:3]([CH:9]([C:20]2[CH:25]=[C:24]([F:26])[CH:23]=[CH:22][C:21]=2[F:27])[S:10]([C:13]2[CH:18]=[CH:17][C:16]([F:19])=[CH:15][CH:14]=2)(=[O:12])=[O:11])=[CH:4][C:5]([NH:8][S:35]([CH3:34])(=[O:37])=[O:36])=[N:6][CH:7]=1, predict the reactants needed to synthesize it. The reactants are: [Cl:1][C:2]1[C:3]([CH:9]([C:20]2[CH:25]=[C:24]([F:26])[CH:23]=[CH:22][C:21]=2[F:27])[S:10]([C:13]2[CH:18]=[CH:17][C:16]([F:19])=[CH:15][CH:14]=2)(=[O:12])=[O:11])=[CH:4][C:5]([NH2:8])=[N:6][CH:7]=1.N1C=CC=CC=1.[CH3:34][S:35](Cl)(=[O:37])=[O:36].